This data is from Full USPTO retrosynthesis dataset with 1.9M reactions from patents (1976-2016). The task is: Predict the reactants needed to synthesize the given product. (1) Given the product [ClH:44].[ClH:44].[CH2:40]([C:18]1[N:17]=[N:16][C:15]([O:14][CH:11]2[CH2:12][CH2:13][NH:8][CH2:9][CH2:10]2)=[CH:20][C:19]=1[C:21]1[CH:26]=[CH:25][C:24]([O:27][CH:28]2[CH2:29][CH2:30][CH2:31][CH2:32][CH2:33]2)=[C:23]([C:34]2[N:35]=[N:36][N:37]([CH3:39])[N:38]=2)[CH:22]=1)[CH2:41][CH2:42][CH3:43], predict the reactants needed to synthesize it. The reactants are: C(OC([N:8]1[CH2:13][CH2:12][CH:11]([O:14][C:15]2[N:16]=[N:17][C:18]([CH2:40][CH2:41][CH2:42][CH3:43])=[C:19]([C:21]3[CH:26]=[CH:25][C:24]([O:27][CH:28]4[CH2:33][CH2:32][CH2:31][CH2:30][CH2:29]4)=[C:23]([C:34]4[N:35]=[N:36][N:37]([CH3:39])[N:38]=4)[CH:22]=3)[CH:20]=2)[CH2:10][CH2:9]1)=O)(C)(C)C.[ClH:44]. (2) Given the product [CH2:1]([O:3][C:4]([C:6]1[CH:10]=[C:9]([O:11][CH2:12][C:13]([N:15]2[CH2:19][CH2:18][CH2:17][C@H:16]2[C:20](=[O:22])[NH:66][CH2:65][CH2:64][F:63])=[O:14])[N:8]([C:23]2[CH:24]=[CH:25][CH:26]=[CH:27][CH:28]=2)[N:7]=1)=[O:5])[CH3:2], predict the reactants needed to synthesize it. The reactants are: [CH2:1]([O:3][C:4]([C:6]1[CH:10]=[C:9]([O:11][CH2:12][C:13]([N:15]2[CH2:19][CH2:18][CH2:17][C@H:16]2[C:20]([OH:22])=O)=[O:14])[N:8]([C:23]2[CH:28]=[CH:27][CH:26]=[CH:25][CH:24]=2)[N:7]=1)=[O:5])[CH3:2].CN(C(ON1N=NC2C=CC=NC1=2)=[N+](C)C)C.F[P-](F)(F)(F)(F)F.CCN(C(C)C)C(C)C.Cl.[F:63][CH2:64][CH2:65][NH2:66]. (3) Given the product [Cl:15][C:12]1[CH:13]=[CH:14][C:9]([NH:8][C:6](=[O:7])[C:5]2[CH:22]=[CH:23][C:2]([NH:29][CH2:25][CH:26]([CH3:28])[CH3:27])=[N:3][C:4]=2[CH3:24])=[CH:10][C:11]=1[C:16]1[CH:21]=[CH:20][CH:19]=[CH:18][N:17]=1, predict the reactants needed to synthesize it. The reactants are: Cl[C:2]1[CH:23]=[CH:22][C:5]([C:6]([NH:8][C:9]2[CH:14]=[CH:13][C:12]([Cl:15])=[C:11]([C:16]3[CH:21]=[CH:20][CH:19]=[CH:18][N:17]=3)[CH:10]=2)=[O:7])=[C:4]([CH3:24])[N:3]=1.[CH2:25]([NH2:29])[CH:26]([CH3:28])[CH3:27]. (4) Given the product [NH2:24][C:21]1[CH:20]=[CH:19][C:18]([N:12]2[C:13]([CH2:14][N:15]([CH3:17])[CH3:16])=[C:9]3[C:10]([N:5]([CH2:4][C:3]4[C:2]([F:1])=[CH:40][CH:39]=[CH:38][C:37]=4[F:41])[C:6](=[O:36])[N:7]([C:28]4[N:29]=[N:30][C:31]([O:34][CH3:35])=[CH:32][CH:33]=4)[C:8]3=[O:27])=[N:11]2)=[CH:23][CH:22]=1, predict the reactants needed to synthesize it. The reactants are: [F:1][C:2]1[CH:40]=[CH:39][CH:38]=[C:37]([F:41])[C:3]=1[CH2:4][N:5]1[C:10]2=[N:11][N:12]([C:18]3[CH:23]=[CH:22][C:21]([N+:24]([O-])=O)=[CH:20][CH:19]=3)[C:13]([CH2:14][N:15]([CH3:17])[CH3:16])=[C:9]2[C:8](=[O:27])[N:7]([C:28]2[N:29]=[N:30][C:31]([O:34][CH3:35])=[CH:32][CH:33]=2)[C:6]1=[O:36]. (5) Given the product [CH2:1]([C:5]1[N:13]=[C:12]([C:14]([F:15])([F:16])[F:17])[N:11]=[C:10]2[C:6]=1[N:7]=[CH:8][N:9]2[CH:19]1[CH2:23][CH2:22][CH2:21][CH2:20]1)[CH2:2][CH2:3][CH3:4], predict the reactants needed to synthesize it. The reactants are: [CH2:1]([C:5]1[N:13]=[C:12]([C:14]([F:17])([F:16])[F:15])[N:11]=[C:10]2[C:6]=1[NH:7][CH:8]=[N:9]2)[CH2:2][CH2:3][CH3:4].Br[CH:19]1[CH2:23][CH2:22][CH2:21][CH2:20]1.C(=O)([O-])[O-].[K+].[K+].